From a dataset of Full USPTO retrosynthesis dataset with 1.9M reactions from patents (1976-2016). Predict the reactants needed to synthesize the given product. Given the product [Br:1][C:2]1[CH:3]=[CH:4][C:5]([O:9][C:10]2[CH:15]=[CH:14][CH:13]=[CH:12][CH:11]=2)=[C:6]([NH:8][CH:16]=[O:17])[CH:7]=1, predict the reactants needed to synthesize it. The reactants are: [Br:1][C:2]1[CH:3]=[CH:4][C:5]([O:9][C:10]2[CH:15]=[CH:14][CH:13]=[CH:12][CH:11]=2)=[C:6]([NH2:8])[CH:7]=1.[CH:16](O)=[O:17].